The task is: Predict the reactants needed to synthesize the given product.. This data is from Full USPTO retrosynthesis dataset with 1.9M reactions from patents (1976-2016). Given the product [Cl:1][C:2]1[N:7]=[C:6]([CH2:8][C:15]([C:14]2[CH:20]=[CH:21][C:11]([O:10][CH3:9])=[CH:12][CH:13]=2)=[O:16])[CH:5]=[CH:4][CH:3]=1, predict the reactants needed to synthesize it. The reactants are: [Cl:1][C:2]1[N:7]=[C:6]([CH3:8])[CH:5]=[CH:4][CH:3]=1.[CH3:9][O:10][C:11]1[CH:21]=[CH:20][C:14]([C:15](OCC)=[O:16])=[CH:13][CH:12]=1.C[Si]([N-][Si](C)(C)C)(C)C.[Li+].